From a dataset of Catalyst prediction with 721,799 reactions and 888 catalyst types from USPTO. Predict which catalyst facilitates the given reaction. (1) Reactant: [F:1][C:2]1[CH:3]=[C:4]([NH:24][C:25]([C:27]2[C:28](=[O:39])[N:29]([C:33]3[CH:38]=[CH:37][CH:36]=[CH:35][CH:34]=3)[CH:30]=[CH:31][CH:32]=2)=[O:26])[CH:5]=[CH:6][C:7]=1[O:8][C:9]1[CH:14]=[CH:13][N:12]=[CH:11][C:10]=1[C:15]1[CH:20]=[CH:19][C:18]([CH2:21][CH2:22]O)=[CH:17][CH:16]=1.CC[N:42](C(C)C)C(C)C.CS([Cl:53])(=O)=O. Product: [ClH:53].[ClH:53].[NH2:42][CH2:22][CH2:21][C:18]1[CH:17]=[CH:16][C:15]([C:10]2[CH:11]=[N:12][CH:13]=[CH:14][C:9]=2[O:8][C:7]2[CH:6]=[CH:5][C:4]([NH:24][C:25]([C:27]3[C:28](=[O:39])[N:29]([C:33]4[CH:34]=[CH:35][CH:36]=[CH:37][CH:38]=4)[CH:30]=[CH:31][CH:32]=3)=[O:26])=[CH:3][C:2]=2[F:1])=[CH:20][CH:19]=1. The catalyst class is: 1. (2) Reactant: [Cl:1][C:2]1[N:7]=[C:6](Cl)[CH:5]=[C:4]([CH2:9][S:10]([C:13]2[CH:18]=[CH:17][CH:16]=[CH:15][CH:14]=2)(=[O:12])=[O:11])[N:3]=1.C(N(CC)CC)C.[CH3:26][C@H:27]1[CH2:32][O:31][CH2:30][CH2:29][NH:28]1. Product: [Cl:1][C:2]1[N:7]=[C:6]([N:28]2[CH2:29][CH2:30][O:31][CH2:32][C@@H:27]2[CH3:26])[CH:5]=[C:4]([CH2:9][S:10]([C:13]2[CH:18]=[CH:17][CH:16]=[CH:15][CH:14]=2)(=[O:12])=[O:11])[N:3]=1. The catalyst class is: 2. (3) Reactant: [CH3:1][O:2][C:3]1[CH:28]=[CH:27][C:6]([CH2:7][N:8]([C:22]2[S:23][CH:24]=[CH:25][N:26]=2)[S:9]([C:12]2[CH:13]=[CH:14][C:15]3[NH:20][CH2:19][CH2:18][O:17][C:16]=3[CH:21]=2)(=[O:11])=[O:10])=[CH:5][CH:4]=1.CC1(C)C2C(=C(P(C3C=CC=CC=3)C3C=CC=CC=3)C=CC=2)OC2C(P(C3C=CC=CC=3)C3C=CC=CC=3)=CC=CC1=2.[Br:71][C:72]1[CH:77]=[C:76]([C:78]([F:81])([F:80])[F:79])[CH:75]=[CH:74][C:73]=1I.CC(C)([O-])C.[Na+]. Product: [Br:71][C:72]1[CH:77]=[C:76]([C:78]([F:79])([F:80])[F:81])[CH:75]=[CH:74][C:73]=1[N:20]1[CH2:19][CH2:18][O:17][C:16]2[CH:21]=[C:12]([S:9]([N:8]([CH2:7][C:6]3[CH:5]=[CH:4][C:3]([O:2][CH3:1])=[CH:28][CH:27]=3)[C:22]3[S:23][CH:24]=[CH:25][N:26]=3)(=[O:11])=[O:10])[CH:13]=[CH:14][C:15]1=2. The catalyst class is: 101. (4) Reactant: C(OC(=O)[CH:5]([NH:7][C:8](=[O:26])[C:9]1[CH:14]=[CH:13][C:12]([CH:15](Br)[CH2:16][O:17][Si:18]([C:21]([CH3:24])([CH3:23])[CH3:22])([CH3:20])[CH3:19])=[CH:11][CH:10]=1)[CH3:6])C.C([NH:32][CH:33]1[CH2:38][CH2:37][CH2:36][CH2:35][CH2:34]1)(C)(C)C.[C:39]([O:42][CH2:43][CH3:44])(=[O:41])C. Product: [CH2:43]([O:42][C:39](=[O:41])[CH2:6][CH2:5][NH:7][C:8](=[O:26])[C:9]1[CH:10]=[CH:11][C:12]([CH:15]([NH:32][CH:33]2[CH2:34][CH2:35][CH:36]([C:9]([CH3:14])([CH3:10])[CH3:8])[CH2:37][CH2:38]2)[CH2:16][O:17][Si:18]([C:21]([CH3:22])([CH3:23])[CH3:24])([CH3:19])[CH3:20])=[CH:13][CH:14]=1)[CH3:44]. The catalyst class is: 58. (5) Reactant: Cl[CH2:2][CH2:3][NH:4][C:5]([NH:7][CH:8]([C:11]1[CH:16]=[CH:15][CH:14]=[CH:13][CH:12]=1)[C:9]#[CH:10])=[O:6].C(=O)([O-])[O-].[Na+].[Na+]. Product: [NH3:4].[O:6]1[CH2:2][CH2:3][N:4]=[C:5]1[NH:7][CH:8]([C:11]1[CH:16]=[CH:15][CH:14]=[CH:13][CH:12]=1)[C:9]#[CH:10]. The catalyst class is: 6.